From a dataset of Rat liver microsome stability data. Regression/Classification. Given a drug SMILES string, predict its absorption, distribution, metabolism, or excretion properties. Task type varies by dataset: regression for continuous measurements (e.g., permeability, clearance, half-life) or binary classification for categorical outcomes (e.g., BBB penetration, CYP inhibition). Dataset: rlm. (1) The drug is CCOc1ccc(CCNC(=O)c2cc3ccccc3n2Cc2ccc(Cl)c(F)c2)cc1OCC. The result is 1 (stable in rat liver microsomes). (2) The molecule is CNCC1(c2ccc(Cl)cc2)CCCCC1. The result is 0 (unstable in rat liver microsomes). (3) The molecule is Cc1nn2c(c1-c1ccccc1-c1ccccc1)N(CCC(C)C)CCC2. The result is 1 (stable in rat liver microsomes). (4) The drug is Cc1cccc(Nc2nc(NCc3ccco3)c3ccccc3n2)c1. The result is 1 (stable in rat liver microsomes). (5) The drug is Nc1cccc(CNc2ccc(S(=O)(=O)Nc3nccs3)cc2)c1O. The result is 0 (unstable in rat liver microsomes). (6) The molecule is Nc1ccc(-c2cccc3c(=O)cc(N4CCOCC4)oc23)cc1. The result is 0 (unstable in rat liver microsomes).